The task is: Predict the reactants needed to synthesize the given product.. This data is from Retrosynthesis with 50K atom-mapped reactions and 10 reaction types from USPTO. (1) Given the product Clc1ccc(Oc2cccc(OCCN3CCOCC3)c2)cn1, predict the reactants needed to synthesize it. The reactants are: OB(O)c1cccc(OCCN2CCOCC2)c1.Oc1ccc(Cl)nc1. (2) The reactants are: Brc1cnc(N2CCOCC2)c2nc(COc3ccc4ccccc4n3)cn12.CC1(C)OB(c2cccnc2)OC1(C)C. Given the product c1cncc(-c2cnc(N3CCOCC3)c3nc(COc4ccc5ccccc5n4)cn23)c1, predict the reactants needed to synthesize it.